This data is from Full USPTO retrosynthesis dataset with 1.9M reactions from patents (1976-2016). The task is: Predict the reactants needed to synthesize the given product. (1) Given the product [F:33][C:32]([F:34])([F:35])[C:29]1[CH:30]=[CH:31][C:26]([C:22]2[CH:23]=[CH:24][CH:25]=[C:20]([CH2:19][O:1][C:2]3[CH:7]=[CH:6][C:5]([C:8]4([CH2:12][C:13]([O:15][CH2:16][CH3:17])=[O:14])[CH2:9][O:10][CH2:11]4)=[CH:4][CH:3]=3)[CH:21]=2)=[CH:27][CH:28]=1, predict the reactants needed to synthesize it. The reactants are: [OH:1][C:2]1[CH:7]=[CH:6][C:5]([C:8]2([CH2:12][C:13]([O:15][CH2:16][CH3:17])=[O:14])[CH2:11][O:10][CH2:9]2)=[CH:4][CH:3]=1.Br[CH2:19][C:20]1[CH:21]=[C:22]([C:26]2[CH:31]=[CH:30][C:29]([C:32]([F:35])([F:34])[F:33])=[CH:28][CH:27]=2)[CH:23]=[CH:24][CH:25]=1.C([O-])([O-])=O.[Cs+].[Cs+]. (2) The reactants are: [O:1]1[C@H:5]2[O:6][CH2:7][CH2:8][C@H:4]2[C@@H:3]([O:9][C:10](=[O:12])O)[CH2:2]1.CN1C(=[O:19])CCC1=O.[NH2:21][C:22]1[CH:27]=[CH:26][C:25]([S:28]([N:31]([CH2:36][CH:37]([OH:47])[CH:38]([NH2:46])[CH2:39][C:40]2[CH:45]=[CH:44][CH:43]=[CH:42][CH:41]=2)[CH2:32][CH:33]([CH3:35])[CH3:34])(=[O:30])=[O:29])=[CH:24][CH:23]=1. Given the product [CH3:35][CH:33]([CH2:32][N:31]([S:28]([C:25]1[CH:26]=[CH:27][C:22]([NH2:21])=[CH:23][CH:24]=1)(=[O:30])=[O:29])[CH2:36][C@@H:37]([OH:47])[C@@H:38]([NH:46][C:10]([O:9][C@@H:3]1[C@@H:4]2[CH2:8][CH2:7][O:6][C@@H:5]2[O:1][CH2:2]1)=[O:12])[CH2:39][C:40]1[CH:45]=[CH:44][CH:43]=[CH:42][CH:41]=1)[CH3:34].[OH2:19], predict the reactants needed to synthesize it.